Dataset: Forward reaction prediction with 1.9M reactions from USPTO patents (1976-2016). Task: Predict the product of the given reaction. (1) The product is: [ClH:40].[Cl:40][C:22]1[CH:21]=[C:20]([NH:19][C:10]([NH:9][C:6]2[CH:5]=[N:4][C:3]([C:1]#[N:2])=[CH:8][N:7]=2)=[O:18])[C:25]([O:26][CH3:27])=[CH:24][C:23]=1[CH2:28][CH2:29][NH:30][C:31](=[O:39])[CH2:32][N:33]1[CH2:34][CH2:35][O:36][CH2:37][CH2:38]1. Given the reactants [C:1]([C:3]1[N:4]=[CH:5][C:6]([NH:9][C:10](=[O:18])OC2C=CC=CC=2)=[N:7][CH:8]=1)#[N:2].[NH2:19][C:20]1[C:25]([O:26][CH3:27])=[CH:24][C:23]([CH2:28][CH2:29][NH:30][C:31](=[O:39])[CH2:32][N:33]2[CH2:38][CH2:37][O:36][CH2:35][CH2:34]2)=[C:22]([Cl:40])[CH:21]=1.Cl, predict the reaction product. (2) Given the reactants [C:1]([O:5][C:6]([N:8]([CH2:10][C:11]1[CH:12]=[C:13]([C:29]2[CH:34]=[CH:33][CH:32]=[CH:31][CH:30]=2)[N:14]([S:16]([C:19]2[CH:28]=[CH:27][CH:26]=[CH:25][C:20]=2[C:21]([O:23]C)=[O:22])(=[O:18])=[O:17])[CH:15]=1)[CH3:9])=[O:7])([CH3:4])([CH3:3])[CH3:2].[OH-].[Na+].Cl, predict the reaction product. The product is: [C:1]([O:5][C:6]([N:8]([CH2:10][C:11]1[CH:12]=[C:13]([C:29]2[CH:30]=[CH:31][CH:32]=[CH:33][CH:34]=2)[N:14]([S:16]([C:19]2[CH:28]=[CH:27][CH:26]=[CH:25][C:20]=2[C:21]([OH:23])=[O:22])(=[O:17])=[O:18])[CH:15]=1)[CH3:9])=[O:7])([CH3:4])([CH3:2])[CH3:3].